From a dataset of Reaction yield outcomes from USPTO patents with 853,638 reactions. Predict the reaction yield, written as a fraction of the theoretical maximum amount of product (1.0 means a 100% yield; for example, 0.34 means a 34% yield). (1) The reactants are [Br:1][C:2]1[CH:7]=[CH:6][C:5]([C:8]2[O:12][N:11]=[CH:10][C:9]=2[C:13](OCC)=[O:14])=[CH:4][CH:3]=1.[H-].C([Al+]CC(C)C)C(C)C.Cl. The catalyst is O1CCCC1. The product is [Br:1][C:2]1[CH:3]=[CH:4][C:5]([C:8]2[O:12][N:11]=[CH:10][C:9]=2[CH2:13][OH:14])=[CH:6][CH:7]=1. The yield is 0.980. (2) The reactants are S=[C:2]1[C@H:8]([NH:9][C:10](=[O:19])[O:11][CH2:12][C:13]2[CH:18]=[CH:17][CH:16]=[CH:15][CH:14]=2)[CH2:7][CH2:6][C:5]2[CH:20]=[CH:21][CH:22]=[CH:23][C:4]=2[NH:3]1.[CH3:24][O:25][CH:26]([O:29][CH3:30])[CH2:27][NH2:28]. The catalyst is O1CCCC1.[Hg](Cl)Cl. The product is [CH3:24][O:25][CH:26]([O:29][CH3:30])[CH2:27][NH:28][C:2]1[C@H:8]([NH:9][C:10](=[O:19])[O:11][CH2:12][C:13]2[CH:18]=[CH:17][CH:16]=[CH:15][CH:14]=2)[CH2:7][CH2:6][C:5]2[CH:20]=[CH:21][CH:22]=[CH:23][C:4]=2[N:3]=1. The yield is 0.920. (3) The reactants are [NH2:1][C:2]1[NH:3][C:4]2[C:9]([C:10]=1[C:11]([O:13]CC)=O)=[CH:8][C:7]([F:16])=[CH:6][C:5]=2[N:17]([C:19](OC(C)(C)C)=O)C.[CH3:26][C:27]1[N:32]=[CH:31][C:30]([CH2:33][C:34]#[N:35])=[CH:29][N:28]=1.[OH-].[Na+].Cl. The catalyst is O1CCOCC1.O.CO. The product is [F:16][C:7]1[CH:8]=[C:9]2[C:4](=[C:5]([NH:17][CH3:19])[CH:6]=1)[NH:3][C:2]1[N:1]=[C:34]([CH2:33][C:30]3[CH:29]=[N:28][C:27]([CH3:26])=[N:32][CH:31]=3)[N:35]=[C:11]([OH:13])[C:10]2=1. The yield is 0.200. (4) The reactants are CO[C:3]([C:5]1[C:13]([NH:14][C:15]2[CH:20]=[CH:19][C:18]([Br:21])=[CH:17][C:16]=2[Cl:22])=[C:12]([Cl:23])[C:8]2[N:9]=CNC=2[CH:6]=1)=[O:4].[CH3:24][O:25]C(C1C(NC2C=CC(Br)=CC=2)=C(Cl)C2N=CNC=2C=1)=O.C1C(=O)[N:50](Cl)C(=O)C1.Cl.[C:55](=[O:58])(O)[O-].[Na+].OS([O-])=O.[Na+].[CH3:65][N:66]([CH:68]=O)[CH3:67]. The catalyst is O. The product is [OH:25][CH2:24][CH2:55][O:58][NH:50][C:3]([C:5]1[C:13]([NH:14][C:15]2[CH:20]=[CH:19][C:18]([Br:21])=[CH:17][C:16]=2[Cl:22])=[C:12]([Cl:23])[C:8]2[N:9]=[CH:68][N:66]([CH3:65])[C:67]=2[CH:6]=1)=[O:4]. The yield is 0.570.